From a dataset of NCI-60 drug combinations with 297,098 pairs across 59 cell lines. Regression. Given two drug SMILES strings and cell line genomic features, predict the synergy score measuring deviation from expected non-interaction effect. (1) Drug 1: CC1=C(C=C(C=C1)NC2=NC=CC(=N2)N(C)C3=CC4=NN(C(=C4C=C3)C)C)S(=O)(=O)N.Cl. Drug 2: C1CCC(C1)C(CC#N)N2C=C(C=N2)C3=C4C=CNC4=NC=N3. Cell line: HT29. Synergy scores: CSS=-1.09, Synergy_ZIP=3.99, Synergy_Bliss=4.35, Synergy_Loewe=-1.60, Synergy_HSA=-1.17. (2) Drug 1: CCCS(=O)(=O)NC1=C(C(=C(C=C1)F)C(=O)C2=CNC3=C2C=C(C=N3)C4=CC=C(C=C4)Cl)F. Drug 2: COCCOC1=C(C=C2C(=C1)C(=NC=N2)NC3=CC=CC(=C3)C#C)OCCOC.Cl. Cell line: SR. Synergy scores: CSS=29.9, Synergy_ZIP=13.9, Synergy_Bliss=17.6, Synergy_Loewe=11.7, Synergy_HSA=16.9. (3) Drug 1: C(CCl)NC(=O)N(CCCl)N=O. Drug 2: CC1C(C(CC(O1)OC2CC(CC3=C2C(=C4C(=C3O)C(=O)C5=C(C4=O)C(=CC=C5)OC)O)(C(=O)CO)O)N)O.Cl. Cell line: SR. Synergy scores: CSS=50.9, Synergy_ZIP=-9.01, Synergy_Bliss=-10.4, Synergy_Loewe=-2.92, Synergy_HSA=-1.28. (4) Drug 1: C1=NC2=C(N=C(N=C2N1C3C(C(C(O3)CO)O)O)F)N. Drug 2: N.N.Cl[Pt+2]Cl. Cell line: NCI-H460. Synergy scores: CSS=72.8, Synergy_ZIP=-0.00340, Synergy_Bliss=-0.561, Synergy_Loewe=-3.47, Synergy_HSA=2.87. (5) Drug 1: C1=NC2=C(N=C(N=C2N1C3C(C(C(O3)CO)O)O)F)N. Drug 2: C(CCl)NC(=O)N(CCCl)N=O. Cell line: MOLT-4. Synergy scores: CSS=44.8, Synergy_ZIP=-0.809, Synergy_Bliss=-2.05, Synergy_Loewe=-20.2, Synergy_HSA=-3.66.